From a dataset of Reaction yield outcomes from USPTO patents with 853,638 reactions. Predict the reaction yield, written as a fraction of the theoretical maximum amount of product (1.0 means a 100% yield; for example, 0.34 means a 34% yield). (1) The reactants are [Cl:1][C:2]1[CH:3]=[C:4]([CH2:9][OH:10])[CH:5]=[N:6][C:7]=1Cl.[CH2:11]([Sn]([CH2:11][C:12]1[CH:17]=[CH:16][CH:15]=[CH:14][CH:13]=1)([CH2:11][C:12]1[CH:17]=[CH:16][CH:15]=[CH:14][CH:13]=1)[CH2:11][C:12]1[CH:17]=[CH:16][CH:15]=[CH:14][CH:13]=1)[C:12]1[CH:17]=[CH:16][CH:15]=[CH:14][CH:13]=1.[F-].[K+].O. The catalyst is CN(C=O)C. The product is [CH2:11]([C:7]1[N:6]=[CH:5][C:4]([CH2:9][OH:10])=[CH:3][C:2]=1[Cl:1])[C:12]1[CH:17]=[CH:16][CH:15]=[CH:14][CH:13]=1. The yield is 0.640. (2) The reactants are Cl[C:2]1[N:7]=[C:6]([NH:8][C:9]2[N:14]=[CH:13][C:12]3[N:15]=[CH:16][N:17]([CH:18]([CH3:20])[CH3:19])[C:11]=3[CH:10]=2)[CH:5]=[CH:4][N:3]=1.[CH:21]([O:24][CH:25]1[CH2:30][CH2:29][NH:28][CH2:27][CH2:26]1)([CH3:23])[CH3:22].CCN(C(C)C)C(C)C. The yield is 0.200. The catalyst is C(O)(C)C. The product is [CH:21]([O:24][CH:25]1[CH2:30][CH2:29][N:28]([C:2]2[N:7]=[C:6]([NH:8][C:9]3[N:14]=[CH:13][C:12]4[N:15]=[CH:16][N:17]([CH:18]([CH3:20])[CH3:19])[C:11]=4[CH:10]=3)[CH:5]=[CH:4][N:3]=2)[CH2:27][CH2:26]1)([CH3:23])[CH3:22]. (3) The reactants are [CH2:1]([CH:3]([CH2:34][CH3:35])[CH:4]([NH:16][C:17]1[CH:22]=[CH:21][C:20]([C:23]([N:25]([CH3:33])[CH2:26][CH2:27][C:28]([O:30]CC)=[O:29])=[O:24])=[CH:19][CH:18]=1)[C:5]1[O:6][C:7]2[CH:14]=[CH:13][C:12]([F:15])=[CH:11][C:8]=2[C:9]=1[CH3:10])[CH3:2].[OH-].[Na+]. The catalyst is CCCCCC.C(O)C.C(O)C.O1CCCC1. The product is [CH2:34]([CH:3]([CH2:1][CH3:2])[CH:4]([NH:16][C:17]1[CH:22]=[CH:21][C:20]([C:23]([N:25]([CH3:33])[CH2:26][CH2:27][C:28]([OH:30])=[O:29])=[O:24])=[CH:19][CH:18]=1)[C:5]1[O:6][C:7]2[CH:14]=[CH:13][C:12]([F:15])=[CH:11][C:8]=2[C:9]=1[CH3:10])[CH3:35]. The yield is 0.960. (4) The reactants are P([O-])([O-])([O-])=O.[K+].[K+].[K+].Br[C:10]1[CH:11]=[CH:12][C:13]([F:29])=[C:14]([C@:16]2([CH2:27][F:28])[CH2:21][C@@H:20]([C:22]([F:25])([F:24])[F:23])[O:19][C:18]([NH2:26])=[N:17]2)[CH:15]=1.[C:30]([C:33]1[CH:34]=[C:35](B(O)O)[CH:36]=[N:37][CH:38]=1)#[C:31][CH3:32]. The catalyst is O1CCOCC1.O.O.C(C1C(C(C)(C)C)=C([Pd]Cl)C=CC=1NC)(C)(C)C. The product is [F:29][C:13]1[CH:12]=[CH:11][C:10]([C:35]2[CH:36]=[N:37][CH:38]=[C:33]([C:30]#[C:31][CH3:32])[CH:34]=2)=[CH:15][C:14]=1[C@:16]1([CH2:27][F:28])[CH2:21][C@@H:20]([C:22]([F:25])([F:24])[F:23])[O:19][C:18]([NH2:26])=[N:17]1. The yield is 0.550. (5) The reactants are C[N:2]1[CH2:7][C:6]([C:8]([O:10]C)=[O:9])=[CH:5][CH2:4][CH2:3]1.Br.C(=O)([O-])[O-].[K+].[K+].[Na+].[Cl-].S([O-])([O-])(=O)=O.[Na+].[Na+]. The catalyst is O.C1(C)C=CC=CC=1. The product is [NH:2]1[CH2:3][CH2:4][CH:5]=[C:6]([C:8]([OH:10])=[O:9])[CH2:7]1. The yield is 0.730. (6) The reactants are OC[C:3]1[CH:12]=[CH:11][C:6]([C:7]([O:9][CH3:10])=[O:8])=[CH:5][CH:4]=1.Br[C:14]1[N:19]=[C:18]([N:20]([CH3:28])C(=O)OC(C)(C)C)[CH:17]=[CH:16][CH:15]=1.C([O-])([O-])=[O:30].[K+].[K+]. The catalyst is CN(C=O)C. The product is [CH3:28][NH:20][C:18]1[N:19]=[C:14]([O:30][C:3]2[CH:4]=[CH:5][C:6]([C:7]([O:9][CH3:10])=[O:8])=[CH:11][CH:12]=2)[CH:15]=[CH:16][CH:17]=1. The yield is 0.733. (7) The reactants are [I:1][C:2]1[C:3]([NH:15][S:16]([CH3:19])(=[O:18])=[O:17])=[CH:4][C:5]([S:13][CH3:14])=[C:6]([CH:12]=1)[C:7](OCC)=[O:8].[H-].C([Al+]CC(C)C)C(C)C. The catalyst is C1(C)C=CC=CC=1. The product is [OH:8][CH2:7][C:6]1[C:5]([S:13][CH3:14])=[CH:4][C:3]([NH:15][S:16]([CH3:19])(=[O:17])=[O:18])=[C:2]([I:1])[CH:12]=1. The yield is 0.800.